Task: Predict which catalyst facilitates the given reaction.. Dataset: Catalyst prediction with 721,799 reactions and 888 catalyst types from USPTO (1) Reactant: [CH3:1][C:2]([C:5]1C=C[C:8](C2C3C(=CC=CC=3)N[C:12]=2[C:20]([O:22][CH2:23][CH3:24])=[O:21])=[CH:7][CH:6]=1)(C)C.BrCC1C=C(C(F)(F)F)C=C(C(F)(F)F)C=1.C([O-])([O-])=O.[Cs+].[Cs+]. Product: [CH3:24][CH2:23][O:22][C:20]([CH3:12])=[O:21].[CH3:1][CH2:2][CH2:5][CH2:6][CH2:7][CH3:8]. The catalyst class is: 18. (2) Reactant: C([O:3][C:4](=O)[C:5]([NH:27][C:28](=[O:30])[CH3:29])([CH2:11][CH2:12][C:13]1[CH:18]=[CH:17][C:16]([CH2:19][CH2:20][CH2:21][CH2:22][CH2:23][CH2:24][CH2:25][CH3:26])=[CH:15][CH:14]=1)[C:6](OCC)=[O:7])C.[Cl-].[Ca+2].[Cl-].[BH4-].[Na+].Cl. Product: [OH:3][CH2:4][C:5]([NH:27][C:28](=[O:30])[CH3:29])([CH2:6][OH:7])[CH2:11][CH2:12][C:13]1[CH:18]=[CH:17][C:16]([CH2:19][CH2:20][CH2:21][CH2:22][CH2:23][CH2:24][CH2:25][CH3:26])=[CH:15][CH:14]=1. The catalyst class is: 97. (3) Reactant: [NH:1]1[C:5](=[O:6])[CH:4]=[CH:3][C:2]1=[O:7].[CH2:8]([NH2:12])[CH:9]([NH2:11])[CH3:10]. Product: [CH3:10][CH:9]1[CH2:8][NH:12][CH:3]([CH2:4][C:5]([NH2:1])=[O:6])[C:2](=[O:7])[NH:11]1. The catalyst class is: 8. (4) Reactant: [C:1]([C:3]1[N:7]2[N:8]=[C:9]([C:12]3[CH:20]=[CH:19][C:15]([C:16]([OH:18])=O)=[CH:14][CH:13]=3)[CH:10]=[CH:11][C:6]2=[N:5][CH:4]=1)#[CH:2].[CH3:21][N:22]1[CH2:27][CH2:26][NH:25][CH2:24][CH2:23]1.CN(C(ON1N=NC2C=CC=CC1=2)=[N+](C)C)C.F[P-](F)(F)(F)(F)F.C1C=CC2N(O)N=NC=2C=1.CCN(C(C)C)C(C)C. Product: [C:1]([C:3]1[N:7]2[N:8]=[C:9]([C:12]3[CH:13]=[CH:14][C:15]([C:16]([N:25]4[CH2:26][CH2:27][N:22]([CH3:21])[CH2:23][CH2:24]4)=[O:18])=[CH:19][CH:20]=3)[CH:10]=[CH:11][C:6]2=[N:5][CH:4]=1)#[CH:2]. The catalyst class is: 59.